Task: Predict the reaction yield, written as a fraction of the theoretical maximum amount of product (1.0 means a 100% yield; for example, 0.34 means a 34% yield).. Dataset: Reaction yield outcomes from USPTO patents with 853,638 reactions The reactants are [C:1]([C:4]1[CH:5]=[C:6]([CH:9]=[CH:10][CH:11]=1)[CH:7]=[O:8])([OH:3])=O.[C:12](C1NC=CN=1)([C:14]1[NH:15][CH:16]=[CH:17]N=1)=O.C(NCC)C.O. The catalyst is O1CCCC1. The product is [CH2:14]([N:15]([CH2:16][CH3:17])[C:1](=[O:3])[C:4]1[CH:11]=[CH:10][CH:9]=[C:6]([CH:7]=[O:8])[CH:5]=1)[CH3:12]. The yield is 0.680.